This data is from Catalyst prediction with 721,799 reactions and 888 catalyst types from USPTO. The task is: Predict which catalyst facilitates the given reaction. (1) Reactant: [NH2:1][C:2]1[CH:9]=[CH:8][CH:7]=[CH:6][C:3]=1[C:4]#[N:5].C1C(=O)N([Br:17])C(=O)C1.O. Product: [NH2:1][C:2]1[CH:9]=[CH:8][C:7]([Br:17])=[CH:6][C:3]=1[C:4]#[N:5]. The catalyst class is: 3. (2) Reactant: [CH2:1]([O:3][CH:4]([O:32][CH2:33][CH3:34])[CH2:5][N:6]1[C:14]2[C:9](=[CH:10][CH:11]=[CH:12][CH:13]=2)[C:8]([CH2:27][C:28](O)=[O:29])([NH:15][C:16]([NH:18][C:19]2[CH:24]=[CH:23][C:22]([CH2:25][OH:26])=[CH:21][CH:20]=2)=[O:17])[C:7]1=[O:31])[CH3:2].Cl.C(N=C=NCCCN(C)C)C.[NH2:47][C:48]1[CH:53]=[CH:52][C:51]([CH3:54])=[CH:50][CH:49]=1. Product: [CH2:1]([O:3][CH:4]([O:32][CH2:33][CH3:34])[CH2:5][N:6]1[C:14]2[C:9](=[CH:10][CH:11]=[CH:12][CH:13]=2)[C:8]([NH:15][C:16]([NH:18][C:19]2[CH:24]=[CH:23][C:22]([CH2:25][OH:26])=[CH:21][CH:20]=2)=[O:17])([CH2:27][C:28]([NH:47][C:48]2[CH:53]=[CH:52][C:51]([CH3:54])=[CH:50][CH:49]=2)=[O:29])[C:7]1=[O:31])[CH3:2]. The catalyst class is: 96. (3) Reactant: [Cl:1][C:2]1[CH:6]=[CH:5][NH:4][C:3]=1[C:7]([O:9]C)=[O:8].O[Li].O. Product: [Cl:1][C:2]1[CH:6]=[CH:5][NH:4][C:3]=1[C:7]([OH:9])=[O:8]. The catalyst class is: 24. (4) Reactant: [H-].[Na+].[CH3:3][C:4]([NH:19][S:20]([C:23]1[CH:28]=[CH:27][CH:26]=[CH:25][CH:24]=1)(=[O:22])=[O:21])([C:6]1[N:10]([CH3:11])[C:9]([C:12]2[CH:17]=[CH:16][CH:15]=[CH:14][C:13]=2[CH3:18])=[N:8][N:7]=1)[CH3:5].[CH3:29]I. Product: [CH3:29][N:19]([C:4]([CH3:3])([C:6]1[N:10]([CH3:11])[C:9]([C:12]2[CH:17]=[CH:16][CH:15]=[CH:14][C:13]=2[CH3:18])=[N:8][N:7]=1)[CH3:5])[S:20]([C:23]1[CH:28]=[CH:27][CH:26]=[CH:25][CH:24]=1)(=[O:22])=[O:21]. The catalyst class is: 18. (5) Reactant: CC(O[C:6]([NH:8][C@H:9]([C:16]([OH:18])=[O:17])[C:10]1[CH:15]=[CH:14][CH:13]=[CH:12][CH:11]=1)=[O:7])(C)C.[CH:19]1(O)[CH2:24][CH2:23][CH2:22][CH2:21][CH2:20]1.C1CC[CH:29]([N:32]=C=NC2CCCCC2)[CH2:28]C1.FC(F)(F)C(O)=O.C(CC(O)=O)#N.CN(C(ON1N=NC2C=CC=NC1=2)=[N+](C)C)C.F[P-](F)(F)(F)(F)F. Product: [CH:19]1([O:18][C:16](=[O:17])[CH:9]([NH:8][C:6](=[O:7])[CH2:28][C:29]#[N:32])[C:10]2[CH:11]=[CH:12][CH:13]=[CH:14][CH:15]=2)[CH2:24][CH2:23][CH2:22][CH2:21][CH2:20]1. The catalyst class is: 4.